From a dataset of Catalyst prediction with 721,799 reactions and 888 catalyst types from USPTO. Predict which catalyst facilitates the given reaction. (1) The catalyst class is: 7. Reactant: [CH2:1]([O:3][C:4](=[O:14])[CH2:5][C:6]1[CH:11]=[CH:10][C:9]([O:12][CH3:13])=[CH:8][CH:7]=1)[CH3:2].C[Si](C)(C)[N-][Si](C)(C)C.[Li+].[C:25]([C:27]1[CH:35]=[CH:34][C:30]([C:31](Cl)=[O:32])=[C:29]([CH3:36])[CH:28]=1)#[N:26]. Product: [C:25]([C:27]1[CH:35]=[CH:34][C:30]([C:31](=[O:32])[CH:5]([C:6]2[CH:11]=[CH:10][C:9]([O:12][CH3:13])=[CH:8][CH:7]=2)[C:4]([O:3][CH2:1][CH3:2])=[O:14])=[C:29]([CH3:36])[CH:28]=1)#[N:26]. (2) Reactant: [C:1]([C:5]1[C:9]([Cl:10])=[C:8]([C:11]([NH:13][C:14]2[CH:19]=[C:18]([C:20]3[CH:25]=[CH:24][CH:23]=[CH:22][C:21]=3[Cl:26])[N:17]=[C:16]([O:27][CH3:28])[C:15]=2[N+:29]([O-])=O)=[O:12])[N:7]([CH3:32])[N:6]=1)([CH3:4])([CH3:3])[CH3:2].[H][H]. Product: [NH2:29][C:15]1[C:16]([O:27][CH3:28])=[N:17][C:18]([C:20]2[CH:25]=[CH:24][CH:23]=[CH:22][C:21]=2[Cl:26])=[CH:19][C:14]=1[NH:13][C:11]([C:8]1[N:7]([CH3:32])[N:6]=[C:5]([C:1]([CH3:3])([CH3:4])[CH3:2])[C:9]=1[Cl:10])=[O:12]. The catalyst class is: 13.